Dataset: Full USPTO retrosynthesis dataset with 1.9M reactions from patents (1976-2016). Task: Predict the reactants needed to synthesize the given product. (1) Given the product [C:1]([C@H:5]1[CH2:10][CH2:9][C@H:8]([O:11][C:12]2[CH:13]=[C:14]3[C:19](=[CH:20][CH:21]=2)[CH:18]=[C:17]([CH2:24][N:25]([CH3:33])[CH2:26][C:27]([O:29][CH2:30][CH3:31])=[O:28])[CH:16]=[CH:15]3)[CH2:7][CH2:6]1)([CH3:4])([CH3:2])[CH3:3], predict the reactants needed to synthesize it. The reactants are: [C:1]([C@H:5]1[CH2:10][CH2:9][C@H:8]([O:11][C:12]2[CH:13]=[C:14]3[C:19](=[CH:20][CH:21]=2)[CH:18]=[C:17](C=O)[CH:16]=[CH:15]3)[CH2:7][CH2:6]1)([CH3:4])([CH3:3])[CH3:2].[CH3:24][NH:25][CH2:26][C:27]([O:29][CH2:30][CH3:31])=[O:28].[BH3-][C:33]#N.[Na+]. (2) Given the product [OH:1][CH:2]1[CH2:3][CH2:4][N:5]([C:8]([N:10]2[CH2:15][CH:14]([C:16]3[CH:17]=[CH:18][C:19]([CH2:22][C:23]([F:25])([F:24])[F:26])=[CH:20][CH:21]=3)[CH2:13][CH:12]([C:27]3[O:29][N:33]=[C:32]([O:34][CH:35]([CH3:37])[CH3:36])[N:31]=3)[CH2:11]2)=[O:9])[CH2:6][CH2:7]1, predict the reactants needed to synthesize it. The reactants are: [OH:1][CH:2]1[CH2:7][CH2:6][N:5]([C:8]([N:10]2[CH2:15][CH:14]([C:16]3[CH:21]=[CH:20][C:19]([CH2:22][C:23]([F:26])([F:25])[F:24])=[CH:18][CH:17]=3)[CH2:13][CH:12]([C:27]([OH:29])=O)[CH2:11]2)=[O:9])[CH2:4][CH2:3]1.O[N:31]=[C:32]([O:34][CH:35]([CH3:37])[CH3:36])[NH2:33]. (3) Given the product [C:1]([O:5][C:6]([N:8]1[C:17]2[C:12](=[N:13][C:14]([O:18][CH3:19])=[CH:15][CH:16]=2)[C@@H:11]([NH:20][C:21]2[N:26]=[C:25]([CH2:27][C:28]3[CH:33]=[C:32]([C:34]([F:35])([F:37])[F:36])[CH:31]=[C:30]([C:38]([F:40])([F:41])[F:39])[CH:29]=3)[C:24]([CH2:42][CH2:43][C:44]([O:46][CH3:47])=[O:45])=[CH:23][N:22]=2)[CH2:10][C@H:9]1[CH2:48][CH3:49])=[O:7])([CH3:2])([CH3:4])[CH3:3], predict the reactants needed to synthesize it. The reactants are: [C:1]([O:5][C:6]([N:8]1[C:17]2[C:12](=[N:13][C:14]([O:18][CH3:19])=[CH:15][CH:16]=2)[C@@H:11]([NH:20][C:21]2[N:26]=[C:25]([CH2:27][C:28]3[CH:33]=[C:32]([C:34]([F:37])([F:36])[F:35])[CH:31]=[C:30]([C:38]([F:41])([F:40])[F:39])[CH:29]=3)[C:24]([CH:42]=[CH:43][C:44]([O:46][CH3:47])=[O:45])=[CH:23][N:22]=2)[CH2:10][C@H:9]1[CH2:48][CH3:49])=[O:7])([CH3:4])([CH3:3])[CH3:2]. (4) The reactants are: [NH2:1][C:2]1[CH:3]=[C:4]2[C:8](=[CH:9][CH:10]=1)[NH:7][CH:6]=[CH:5]2.C(N(CC)CC)C.[CH2:18]([S:20](Cl)(=[O:22])=[O:21])[CH3:19]. Given the product [CH2:18]([S:20]([NH:1][C:2]1[CH:3]=[C:4]2[C:8](=[CH:9][CH:10]=1)[NH:7][CH:6]=[CH:5]2)(=[O:22])=[O:21])[CH3:19], predict the reactants needed to synthesize it. (5) Given the product [Br:1][C:2]1[C:7]([Cl:8])=[C:6]([CH2:9][C:10]2[CH:11]=[CH:12][C:13]([CH2:16][CH3:17])=[CH:14][CH:15]=2)[CH:5]=[C:4]([CH:18]2[C@H:23]([O:24][CH2:25][C:26]3[CH:31]=[CH:30][CH:29]=[CH:28][CH:27]=3)[C@@H:22]([O:32][CH2:33][C:34]3[CH:39]=[CH:38][CH:37]=[CH:36][CH:35]=3)[C@H:21]([O:40][CH2:41][C:42]3[CH:43]=[CH:44][CH:45]=[CH:46][CH:47]=3)[C@@H:20]([CH2:48][O:49][CH2:50][C:51]3[CH:52]=[CH:53][CH:54]=[CH:55][CH:56]=3)[O:19]2)[C:3]=1[O:57][CH2:65][CH2:66][OH:67], predict the reactants needed to synthesize it. The reactants are: [Br:1][C:2]1[C:7]([Cl:8])=[C:6]([CH2:9][C:10]2[CH:15]=[CH:14][C:13]([CH2:16][CH3:17])=[CH:12][CH:11]=2)[CH:5]=[C:4]([CH:18]2[C@H:23]([O:24][CH2:25][C:26]3[CH:31]=[CH:30][CH:29]=[CH:28][CH:27]=3)[C@@H:22]([O:32][CH2:33][C:34]3[CH:39]=[CH:38][CH:37]=[CH:36][CH:35]=3)[C@H:21]([O:40][CH2:41][C:42]3[CH:47]=[CH:46][CH:45]=[CH:44][CH:43]=3)[C@@H:20]([CH2:48][O:49][CH2:50][C:51]3[CH:56]=[CH:55][CH:54]=[CH:53][CH:52]=3)[O:19]2)[C:3]=1[OH:57].C([O-])([O-])=O.[K+].[K+].Br[CH2:65][CH2:66][OH:67]. (6) Given the product [CH3:23][O:22][C:20](=[O:21])[C:19]1[CH:24]=[CH:25][CH:26]=[C:17]([CH2:32][C:31](=[O:30])[CH3:33])[CH:18]=1, predict the reactants needed to synthesize it. The reactants are: C[O-].C([Sn+](CCCC)CCCC)CCC.Br[C:17]1[CH:18]=[C:19]([CH:24]=[CH:25][CH:26]=1)[C:20]([O:22][CH3:23])=[O:21].C([O:30][C:31]([CH3:33])=[CH2:32])(=O)C.[F-].[K+]. (7) Given the product [CH:9]([C:2]1[CH:3]=[CH:4][C:5]([NH2:8])=[N:6][CH:7]=1)=[CH2:10], predict the reactants needed to synthesize it. The reactants are: Br[C:2]1[CH:3]=[CH:4][C:5]([NH2:8])=[N:6][CH:7]=1.[CH2:9](C([Sn])=C(CCCC)CCCC)[CH2:10]CC.[Cl-].[Li+].